Dataset: Reaction yield outcomes from USPTO patents with 853,638 reactions. Task: Predict the reaction yield, written as a fraction of the theoretical maximum amount of product (1.0 means a 100% yield; for example, 0.34 means a 34% yield). (1) The reactants are [OH:1][C:2]1[CH:10]=[CH:9][C:8]([C:11]2[S:12][CH:13]=[CH:14][CH:15]=2)=[CH:7][C:3]=1[C:4]([OH:6])=O.[CH2:16]([O:18][C:19]([C:21]1[S:25][C:24]([NH2:26])=[N:23][C:22]=1[C:27]1[CH:32]=[CH:31][CH:30]=[CH:29][CH:28]=1)=[O:20])[CH3:17]. No catalyst specified. The product is [CH2:16]([O:18][C:19]([C:21]1[S:25][C:24]([NH:26][C:4](=[O:6])[C:3]2[CH:7]=[C:8]([C:11]3[S:12][CH:13]=[CH:14][CH:15]=3)[CH:9]=[CH:10][C:2]=2[OH:1])=[N:23][C:22]=1[C:27]1[CH:32]=[CH:31][CH:30]=[CH:29][CH:28]=1)=[O:20])[CH3:17]. The yield is 0.582. (2) The reactants are [CH2:1]([C:4]1[C:5]([Cl:30])=[N:6][C:7]2[N:8]([N:27]=[CH:28][CH:29]=2)[C:9]=1[N:10]([C:18]1[CH:23]=[CH:22][C:21]([O:24][CH2:25][CH3:26])=[CH:20][CH:19]=1)[C:11](=[O:17])[O:12][C:13]([CH3:16])([CH3:15])[CH3:14])[CH:2]=[CH2:3].CSC.B.[OH-:35].[Na+].OO. The catalyst is O1CCCC1. The product is [C:13]([O:12][C:11](=[O:17])[N:10]([C:9]1[N:8]2[N:27]=[CH:28][CH:29]=[C:7]2[N:6]=[C:5]([Cl:30])[C:4]=1[CH2:1][CH2:2][CH2:3][OH:35])[C:18]1[CH:19]=[CH:20][C:21]([O:24][CH2:25][CH3:26])=[CH:22][CH:23]=1)([CH3:15])([CH3:14])[CH3:16]. The yield is 0.650. (3) The reactants are [N:1]1([C:7]2[C:8]3[CH:31]=[CH:30][N:29]([CH2:32][CH:33]=O)[C:9]=3[N:10]=[C:11]([C:13]3[CH:18]=[CH:17][C:16]([NH:19][C:20]([NH:22][C:23]4[CH:28]=[CH:27][N:26]=[CH:25][CH:24]=4)=[O:21])=[CH:15][CH:14]=3)[N:12]=2)[CH2:6][CH2:5][O:4][CH2:3][CH2:2]1.[CH:35]1[N:39]=[CH:38][NH:37][C:36]=1[CH2:40][CH2:41][NH2:42]. No catalyst specified. The product is [NH:37]1[C:36]([CH2:40][CH2:41][NH:42][CH2:33][CH2:32][N:29]2[C:9]3[N:10]=[C:11]([C:13]4[CH:14]=[CH:15][C:16]([NH:19][C:20]([NH:22][C:23]5[CH:24]=[CH:25][N:26]=[CH:27][CH:28]=5)=[O:21])=[CH:17][CH:18]=4)[N:12]=[C:7]([N:1]4[CH2:2][CH2:3][O:4][CH2:5][CH2:6]4)[C:8]=3[CH:31]=[CH:30]2)=[CH:35][N:39]=[CH:38]1. The yield is 0.160. (4) The reactants are [OH-].[Li+].[Br:3][C:4]1[CH:13]=[CH:12][C:7]([C:8]([O:10]C)=[O:9])=[CH:6][C:5]=1[O:14][CH:15]([CH3:17])[CH3:16].Cl. The catalyst is O.O1CCCC1. The product is [Br:3][C:4]1[CH:13]=[CH:12][C:7]([C:8]([OH:10])=[O:9])=[CH:6][C:5]=1[O:14][CH:15]([CH3:17])[CH3:16]. The yield is 0.850. (5) The reactants are C[O:2][C:3]([C:5]1[N:6]([C:14]2[CH:19]=[CH:18][C:17]([CH3:20])=[CH:16][CH:15]=2)[N:7]=[C:8]([Si:10]([CH3:13])([CH3:12])[CH3:11])[CH:9]=1)=[O:4].[OH-].[Na+]. The catalyst is CO. The product is [C:17]1([CH3:20])[CH:16]=[CH:15][C:14]([N:6]2[C:5]([C:3]([OH:4])=[O:2])=[CH:9][C:8]([Si:10]([CH3:13])([CH3:12])[CH3:11])=[N:7]2)=[CH:19][CH:18]=1. The yield is 0.980.